From a dataset of Peptide-MHC class I binding affinity with 185,985 pairs from IEDB/IMGT. Regression. Given a peptide amino acid sequence and an MHC pseudo amino acid sequence, predict their binding affinity value. This is MHC class I binding data. (1) The peptide sequence is YFESYVRPFV. The MHC is HLA-A30:02 with pseudo-sequence HLA-A30:02. The binding affinity (normalized) is 0.228. (2) The binding affinity (normalized) is 0.0847. The peptide sequence is SARTNCLAV. The MHC is HLA-B15:01 with pseudo-sequence HLA-B15:01. (3) The binding affinity (normalized) is 0.0847. The peptide sequence is KCNPNLHYW. The MHC is HLA-A02:19 with pseudo-sequence HLA-A02:19. (4) The peptide sequence is YFTFGDTALY. The MHC is HLA-A68:01 with pseudo-sequence HLA-A68:01. The binding affinity (normalized) is 0.639. (5) The peptide sequence is KRINSLIKY. The MHC is HLA-B39:01 with pseudo-sequence HLA-B39:01. The binding affinity (normalized) is 0.0847. (6) The peptide sequence is NKPISNRT. The MHC is Mamu-A01 with pseudo-sequence Mamu-A01. The binding affinity (normalized) is 0.